Dataset: Forward reaction prediction with 1.9M reactions from USPTO patents (1976-2016). Task: Predict the product of the given reaction. The product is: [ClH:34].[C:13]1([C:11]2[C:12]3[C:7]([CH:8]=[CH:9][CH:10]=2)=[N:6][N:5]2[C:19]([CH:21]4[CH2:26][CH2:25][NH:24][CH2:23][CH2:22]4)=[CH:20][C:2](=[O:1])[NH:3][C:4]=32)[CH:18]=[CH:17][CH:16]=[CH:15][CH:14]=1. Given the reactants [O:1]=[C:2]1[CH:20]=[C:19]([CH:21]2[CH2:26][CH2:25][N:24](C(OC(C)(C)C)=O)[CH2:23][CH2:22]2)[N:5]2[N:6]=[C:7]3[C:12]([C:11]([C:13]4[CH:18]=[CH:17][CH:16]=[CH:15][CH:14]=4)=[CH:10][CH:9]=[CH:8]3)=[C:4]2[NH:3]1.[ClH:34], predict the reaction product.